From a dataset of Reaction yield outcomes from USPTO patents with 853,638 reactions. Predict the reaction yield, written as a fraction of the theoretical maximum amount of product (1.0 means a 100% yield; for example, 0.34 means a 34% yield). (1) The reactants are [Cl:1][C:2]1[CH:7]=[CH:6][C:5]([C:8]([C:11]2[C:12]([CH2:17][N:18]([CH2:25][C:26]3[C:31]([CH3:32])=[CH:30][C:29]([CH3:33])=[CH:28][N:27]=3)[CH:19]3[CH2:24][CH2:23][NH:22][CH2:21][CH2:20]3)=[N:13][CH:14]=[CH:15][CH:16]=2)([CH3:10])[CH3:9])=[CH:4][CH:3]=1.CCN(C(C)C)C(C)C.[NH:43]1[CH:47]=[CH:46][N:45]=[C:44]1[NH:48][C:49](N1C=CN=C1)=[O:50]. The yield is 0.850. The product is [NH:43]1[CH:47]=[CH:46][N:45]=[C:44]1[NH:48][C:49]([N:22]1[CH2:21][CH2:20][CH:19]([N:18]([CH2:17][C:12]2[C:11]([C:8]([C:5]3[CH:6]=[CH:7][C:2]([Cl:1])=[CH:3][CH:4]=3)([CH3:9])[CH3:10])=[CH:16][CH:15]=[CH:14][N:13]=2)[CH2:25][C:26]2[C:31]([CH3:32])=[CH:30][C:29]([CH3:33])=[CH:28][N:27]=2)[CH2:24][CH2:23]1)=[O:50]. The catalyst is CN(C=O)C. (2) The yield is 0.950. The catalyst is CN(C)C=O.CCOC(C)=O. The reactants are [Br:1][C:2]1[C:7]([CH3:8])=[CH:6][C:5]([OH:9])=[CH:4][C:3]=1[CH3:10].C1(C)C=CC(S(O[CH2:21][C@H:22]2[CH2:26][O:25][C:24]([CH3:28])([CH3:27])[O:23]2)(=O)=O)=CC=1.C([O-])([O-])=O.[K+].[K+]. The product is [Br:1][C:2]1[C:7]([CH3:8])=[CH:6][C:5]([O:9][CH2:21][C@H:22]2[CH2:26][O:25][C:24]([CH3:28])([CH3:27])[O:23]2)=[CH:4][C:3]=1[CH3:10]. (3) The reactants are C([N:8]1[CH2:13][CH2:12][CH:11]([CH2:14][NH:15][C:16]([O:18][C:19]([CH3:22])([CH3:21])[CH3:20])=[O:17])[CH2:10][CH2:9]1)C1C=CC=CC=1.[H][H]. The catalyst is CO.[Pd]. The product is [C:19]([O:18][C:16]([NH:15][CH2:14][CH:11]1[CH2:10][CH2:9][NH:8][CH2:13][CH2:12]1)=[O:17])([CH3:22])([CH3:20])[CH3:21]. The yield is 1.00. (4) The reactants are [Cl:1][C:2]1[CH:7]=[CH:6][N:5]=[C:4]2[CH:8]=[C:9]([C:11]([O-:13])=O)[S:10][C:3]=12.[Li+].[OH:15][C@@H:16]1[CH2:20][CH2:19][NH:18][CH2:17]1. No catalyst specified. The product is [Cl:1][C:2]1[CH:7]=[CH:6][N:5]=[C:4]2[CH:8]=[C:9]([C:11]([N:18]3[CH2:19][CH2:20][C@@H:16]([OH:15])[CH2:17]3)=[O:13])[S:10][C:3]=12. The yield is 0.360. (5) The reactants are [NH2:1][C:2]1[CH:7]=[C:6]([NH:8][CH2:9][CH:10]2[CH2:15][CH2:14][N:13]([C:16]([O:18][C:19]([CH3:22])([CH3:21])[CH3:20])=[O:17])[CH2:12][CH2:11]2)[C:5]([Cl:23])=[CH:4][N:3]=1.Br[C:25]1[N:26]=[CH:27][C:28]([C:31]#[N:32])=[N:29][CH:30]=1.C1(P(C2C=CC=CC=2)C2C=CC3C(=CC=CC=3)C=2C2C3C(=CC=CC=3)C=CC=2P(C2C=CC=CC=2)C2C=CC=CC=2)C=CC=CC=1.CC(C)([O-])C.[Na+]. The catalyst is O1CCOCC1. The product is [Cl:23][C:5]1[C:6]([NH:8][CH2:9][CH:10]2[CH2:11][CH2:12][N:13]([C:16]([O:18][C:19]([CH3:20])([CH3:22])[CH3:21])=[O:17])[CH2:14][CH2:15]2)=[CH:7][C:2]([NH:1][C:25]2[CH:30]=[N:29][C:28]([C:31]#[N:32])=[CH:27][N:26]=2)=[N:3][CH:4]=1. The yield is 0.600. (6) The reactants are [OH:1][C:2]1[C:3]([C:10]([NH:12][C@H:13]2[CH2:21][O:20][CH2:19][C@H:18]([CH2:22][C:23]3[CH:28]=[CH:27][C:26]([C:29]([F:32])([F:31])[F:30])=[CH:25][CH:24]=3)[C@@H:17]([O:33][CH2:34][CH2:35][CH3:36])[C@H:16]([CH3:37])[O:15][C:14]2=[O:38])=[O:11])=[N:4][CH:5]=[CH:6][C:7]=1[O:8][CH3:9].C([O-])([O-])=O.[Na+].[Na+].[Na+].[I-].[CH2:47]([O:49][CH2:50][C:51]([O:53][CH2:54]Cl)=[O:52])[CH3:48]. The catalyst is CC(C)=O. The product is [CH2:47]([O:49][CH2:50][C:51]([O:53][CH2:54][O:1][C:2]1[C:3]([C:10](=[O:11])[NH:12][C@H:13]2[CH2:21][O:20][CH2:19][C@H:18]([CH2:22][C:23]3[CH:28]=[CH:27][C:26]([C:29]([F:32])([F:31])[F:30])=[CH:25][CH:24]=3)[C@@H:17]([O:33][CH2:34][CH2:35][CH3:36])[C@H:16]([CH3:37])[O:15][C:14]2=[O:38])=[N:4][CH:5]=[CH:6][C:7]=1[O:8][CH3:9])=[O:52])[CH3:48]. The yield is 0.930. (7) The yield is 0.500. No catalyst specified. The reactants are [CH3:1][C:2]1[CH:3]=[C:4]([C:24]([NH:26][NH2:27])=[O:25])[CH:5]=[C:6]2[C:10]=1[C:9](=[O:11])[N:8]([CH2:12][C:13]1[CH:18]=[CH:17][C:16]([O:19][C:20]([F:23])([F:22])[F:21])=[CH:15][CH:14]=1)[CH2:7]2.CO[C:30](OC)(OC)[CH2:31][Cl:32]. The product is [Cl:32][CH2:31][C:30]1[O:25][C:24]([C:4]2[CH:5]=[C:6]3[C:10](=[C:2]([CH3:1])[CH:3]=2)[C:9](=[O:11])[N:8]([CH2:12][C:13]2[CH:18]=[CH:17][C:16]([O:19][C:20]([F:21])([F:22])[F:23])=[CH:15][CH:14]=2)[CH2:7]3)=[N:26][N:27]=1. (8) The reactants are [C:1]1(=[O:11])[C:9]2[C:4](=[CH:5][CH:6]=[CH:7][CH:8]=2)[C:3](=[O:10])[NH:2]1.Cl[C:13]([O:15][CH2:16][CH3:17])=[O:14]. The catalyst is CCN(CC)CC. The product is [O:11]=[C:1]1[C:9]2[C:4](=[CH:5][CH:6]=[CH:7][CH:8]=2)[C:3](=[O:10])[N:2]1[C:13]([O:15][CH2:16][CH3:17])=[O:14]. The yield is 0.531. (9) The reactants are [NH:1]([C:6]([O:8][CH2:9][C:10]1[CH:15]=[CH:14][CH:13]=[CH:12][CH:11]=1)=[O:7])[CH2:2][C:3]([OH:5])=[O:4].C1COCC1.CCN(C(C)C)C(C)C.[B-](F)(F)(F)F.CN(C(O[N:43]1[C:48](=[O:49])[CH2:47][CH2:46][C:44]1=[O:45])=[N+](C)C)C. The catalyst is CCOC(C)=O. The product is [NH:1]([C:6]([O:8][CH2:9][C:10]1[CH:15]=[CH:14][CH:13]=[CH:12][CH:11]=1)=[O:7])[CH2:2][C:3]([O:5][N:43]1[C:48](=[O:49])[CH2:47][CH2:46][C:44]1=[O:45])=[O:4]. The yield is 0.920. (10) The reactants are [C:1]([O:5][C:6](=[O:29])[C:7]([O:10]/[N:11]=[C:12](/[C:16]1[N:17]=[C:18]([NH:21][C:22]([O:24][C:25]([CH3:28])([CH3:27])[CH3:26])=[O:23])[S:19][CH:20]=1)\[C:13](O)=[O:14])([CH3:9])[CH3:8])([CH3:4])([CH3:3])[CH3:2].Cl.[NH2:31][C@@H:32]1[C:39](=[O:40])[N:38]2[C@@H:33]1[S:34][CH2:35][C:36]([CH2:57][Cl:58])=[C:37]2[C:41]([O:43][CH:44]([C:51]1[CH:56]=[CH:55][CH:54]=[CH:53][CH:52]=1)[C:45]1[CH:50]=[CH:49][CH:48]=[CH:47][CH:46]=1)=[O:42].P(Cl)(Cl)(=O)OC1C=CC=CC=1.CN1CCOCC1. The catalyst is ClCCl. The product is [C:1]([O:5][C:6](=[O:29])[C:7]([O:10]/[N:11]=[C:12](/[C:16]1[N:17]=[C:18]([NH:21][C:22]([O:24][C:25]([CH3:28])([CH3:27])[CH3:26])=[O:23])[S:19][CH:20]=1)\[C:13]([NH:31][C@@H:32]1[C:39](=[O:40])[N:38]2[C@@H:33]1[S:34][CH2:35][C:36]([CH2:57][Cl:58])=[C:37]2[C:41]([O:43][CH:44]([C:45]1[CH:50]=[CH:49][CH:48]=[CH:47][CH:46]=1)[C:51]1[CH:56]=[CH:55][CH:54]=[CH:53][CH:52]=1)=[O:42])=[O:14])([CH3:9])[CH3:8])([CH3:2])([CH3:3])[CH3:4]. The yield is 0.716.